From a dataset of Catalyst prediction with 721,799 reactions and 888 catalyst types from USPTO. Predict which catalyst facilitates the given reaction. (1) Reactant: [H-].[Na+].C[O:4][C:5](=[O:30])[C:6]1[CH:11]=[CH:10][CH:9]=[CH:8][C:7]=1[O:12][CH2:13][CH2:14][N:15]1[CH2:20][CH2:19][CH:18]([C:21]2[C:29]3[C:24](=[CH:25][CH:26]=[CH:27][CH:28]=3)[NH:23][CH:22]=2)[CH2:17][CH2:16]1.Br[CH2:32][CH:33]1[O:37][CH2:36][CH2:35][O:34]1. Product: [O:34]1[CH2:35][CH2:36][O:37][CH:33]1[CH2:32][N:23]1[C:24]2[C:29](=[CH:28][CH:27]=[CH:26][CH:25]=2)[C:21]([CH:18]2[CH2:19][CH2:20][N:15]([CH2:14][CH2:13][O:12][C:7]3[CH:8]=[CH:9][CH:10]=[CH:11][C:6]=3[C:5]([OH:30])=[O:4])[CH2:16][CH2:17]2)=[CH:22]1. The catalyst class is: 3. (2) Reactant: [CH3:1][O:2][C:3]1[CH:14]=[CH:13][C:6]([CH2:7][NH:8][C@@H:9]([CH3:12])[CH2:10][OH:11])=[CH:5][CH:4]=1.C(N(CC)CC)C.[Br:22][CH2:23][C:24](Br)=[O:25]. Product: [Br:22][CH2:23][C:24]([N:8]([C@@H:9]([CH3:12])[CH2:10][OH:11])[CH2:7][C:6]1[CH:13]=[CH:14][C:3]([O:2][CH3:1])=[CH:4][CH:5]=1)=[O:25]. The catalyst class is: 4.